From a dataset of Full USPTO retrosynthesis dataset with 1.9M reactions from patents (1976-2016). Predict the reactants needed to synthesize the given product. The reactants are: [C:1]([NH:8][C@H:9]([C:11]([OH:13])=O)[CH3:10])([O:3][C:4]([CH3:7])([CH3:6])[CH3:5])=[O:2].[C:14]1([SH:20])[CH:19]=[CH:18][CH:17]=[CH:16][CH:15]=1.ON1C2C=CC=CC=2N=N1. Given the product [C:4]([O:3][C:1]([NH:8][C@@H:9]([CH3:10])[C:11](=[O:13])[S:20][C:14]1[CH:19]=[CH:18][CH:17]=[CH:16][CH:15]=1)=[O:2])([CH3:5])([CH3:6])[CH3:7], predict the reactants needed to synthesize it.